Dataset: Forward reaction prediction with 1.9M reactions from USPTO patents (1976-2016). Task: Predict the product of the given reaction. (1) Given the reactants [OH:1][CH2:2][CH2:3][CH2:4][C:5]1[CH:10]=[CH:9][C:8]([OH:11])=[CH:7][CH:6]=1.[I:12]I, predict the reaction product. The product is: [OH:1][CH2:2][CH2:3][CH2:4][C:5]1[CH:6]=[CH:7][C:8]([OH:11])=[C:9]([I:12])[CH:10]=1. (2) Given the reactants C(N(CC)CC)C.[Br:8][C:9]1[CH:10]=[C:11]([CH2:21][C:22]([OH:24])=O)[C:12](=[O:20])[N:13]([CH2:15][C:16]([F:19])([F:18])[F:17])[CH:14]=1.Cl.Cl.[O:27]=[C:28]1[NH:36][C:31]2=[N:32][CH:33]=[CH:34][CH:35]=[C:30]2[N:29]1[CH:37]1[CH2:42][CH2:41][NH:40][CH2:39][CH2:38]1.C(Cl)CCl.C1C=NC2N(O)N=NC=2C=1.C(=O)(O)[O-].[Na+], predict the reaction product. The product is: [Br:8][C:9]1[CH:10]=[C:11]([CH2:21][C:22]([N:40]2[CH2:39][CH2:38][CH:37]([N:29]3[C:30]4[C:31](=[N:32][CH:33]=[CH:34][CH:35]=4)[NH:36][C:28]3=[O:27])[CH2:42][CH2:41]2)=[O:24])[C:12](=[O:20])[N:13]([CH2:15][C:16]([F:17])([F:18])[F:19])[CH:14]=1. (3) Given the reactants [CH:1]1([C@H:7]2[C:47](=[O:48])[N:46]3[CH2:49][C@@H:43]([CH2:44][C@H:45]3[C:50](=[O:67])[NH:51][C@:52]3([C:57](=[O:66])[NH:58][S:59]([C:62]4([CH3:65])[CH2:64][CH2:63]4)(=[O:61])=[O:60])[CH2:54][C@H:53]3[CH:55]=[CH2:56])[O:42][C:19]3=[N:20][C:21]4[CH:22]=[CH:23][CH:24]=[CH:25][C:26]=4[C:27]([O:28][CH:29]4[CH2:34][CH2:33][N:32](C(OC(C)(C)C)=O)[CH2:31][CH2:30]4)=[C:18]3[CH2:17][CH2:16][CH2:15][CH2:14][CH2:13][C@@H:12]3[CH2:68][C@H:11]3[O:10][C:9](=[O:69])[NH:8]2)[CH2:6][CH2:5][CH2:4][CH2:3][CH2:2]1.[F:70][C:71]([F:76])([F:75])[C:72]([OH:74])=[O:73], predict the reaction product. The product is: [F:70][C:71]([F:76])([F:75])[C:72]([O-:74])=[O:73].[CH:1]1([C@H:7]2[C:47](=[O:48])[N:46]3[CH2:49][C@@H:43]([CH2:44][C@H:45]3[C:50](=[O:67])[NH:51][C@:52]3([C:57](=[O:66])[NH:58][S:59]([C:62]4([CH3:65])[CH2:63][CH2:64]4)(=[O:61])=[O:60])[CH2:54][C@H:53]3[CH:55]=[CH2:56])[O:42][C:19]3=[N:20][C:21]4[CH:22]=[CH:23][CH:24]=[CH:25][C:26]=4[C:27]([O:28][CH:29]4[CH2:30][CH2:31][NH2+:32][CH2:33][CH2:34]4)=[C:18]3[CH2:17][CH2:16][CH2:15][CH2:14][CH2:13][C@@H:12]3[CH2:68][C@H:11]3[O:10][C:9](=[O:69])[NH:8]2)[CH2:6][CH2:5][CH2:4][CH2:3][CH2:2]1.